From a dataset of Full USPTO retrosynthesis dataset with 1.9M reactions from patents (1976-2016). Predict the reactants needed to synthesize the given product. (1) The reactants are: [Br:1][C:2]1[CH:8]=[CH:7][C:5]([NH2:6])=[C:4]([CH2:9][CH:10]([O:13][CH3:14])[O:11][CH3:12])[CH:3]=1.[N:15]12[CH2:22][CH2:21][CH:18]([CH2:19][CH2:20]1)[C:17](=O)[CH2:16]2.S([O-])([O-])(=O)=O.[Na+].[Na+].C(O[BH-](OC(=O)C)OC(=O)C)(=O)C.[Na+]. Given the product [Br:1][C:2]1[CH:8]=[CH:7][C:5]([NH:6][CH:17]2[CH:18]3[CH2:21][CH2:22][N:15]([CH2:20][CH2:19]3)[CH2:16]2)=[C:4]([CH2:9][CH:10]([O:13][CH3:14])[O:11][CH3:12])[CH:3]=1, predict the reactants needed to synthesize it. (2) The reactants are: [F:1][CH2:2][C@@:3]1([C:50]([OH:52])=[O:51])[CH2:8][CH2:7][C:6]([C:9]2[C:10]([CH3:49])([CH3:48])[C@H:11]3[C@:24]([CH3:27])([CH2:25][CH:26]=2)[C@@H:23]2[C@:14]([CH3:47])([C@@:15]4([CH3:46])[C@H:20]([CH2:21][CH2:22]2)[C@H:19]2[C@H:28]([C:31]([CH3:33])=[CH2:32])[CH2:29][CH2:30][C@:18]2([NH:34][CH2:35][C:36](N2CCC(O)(C)CC2)=[O:37])[CH2:17][CH2:16]4)[CH2:13][CH2:12]3)=[CH:5][CH2:4]1.[CH3:53][S:54]([CH:57]1[CH2:61][CH2:60][NH:59][CH2:58]1)(=[O:56])=[O:55].C(O)(C(F)(F)F)=O. Given the product [F:1][CH2:2][C@@:3]1([C:50]([OH:52])=[O:51])[CH2:8][CH2:7][C:6]([C:9]2[C:10]([CH3:49])([CH3:48])[C@H:11]3[C@:24]([CH3:27])([CH2:25][CH:26]=2)[C@@H:23]2[C@:14]([CH3:47])([C@@:15]4([CH3:46])[C@H:20]([CH2:21][CH2:22]2)[C@H:19]2[C@H:28]([C:31]([CH3:33])=[CH2:32])[CH2:29][CH2:30][C@:18]2([NH:34][CH2:35][C:36]([N:59]2[CH2:60][CH2:61][CH:57]([S:54]([CH3:53])(=[O:56])=[O:55])[CH2:58]2)=[O:37])[CH2:17][CH2:16]4)[CH2:13][CH2:12]3)=[CH:5][CH2:4]1, predict the reactants needed to synthesize it. (3) Given the product [C:1]1([C:11]2[CH:16]=[CH:15][CH:14]=[CH:13][CH:12]=2)[CH:6]=[C:5]([CH2:7][NH:17][CH2:18][CH2:19][CH2:20][NH:21][CH2:22][CH2:23][CH2:24][NH:25][CH2:26][CH2:27][CH2:28][CH3:29])[CH:4]=[C:3]([CH2:9][NH:17][CH2:18][CH2:19][CH2:20][NH:21][CH2:22][CH2:23][CH2:24][NH:25][CH2:26][CH2:27][CH2:28][CH3:29])[CH:2]=1, predict the reactants needed to synthesize it. The reactants are: [C:1]1([C:11]2[CH:16]=[CH:15][CH:14]=[CH:13][CH:12]=2)[CH:6]=[C:5]([CH:7]=O)[CH:4]=[C:3]([CH:9]=O)[CH:2]=1.[NH2:17][CH2:18][CH2:19][CH2:20][NH:21][CH2:22][CH2:23][CH2:24][NH:25][CH2:26][CH2:27][CH2:28][CH3:29].[BH4-].[Na+].[OH-].[Na+]. (4) Given the product [C:30]([CH2:29][NH:28][C:27]([C@@H:21]1[CH2:20][C@@H:19]([S:16]([C:13]2[CH:14]=[CH:15][C:10]([Cl:9])=[CH:11][C:12]=2[CH3:33])(=[O:17])=[O:18])[CH2:23][C@H:22]1[C:24]([N:4]1[CH2:5][C@@H:6]([CH3:8])[O:7][C@@H:2]([CH3:1])[CH2:3]1)=[O:25])=[O:32])#[N:31], predict the reactants needed to synthesize it. The reactants are: [CH3:1][C@H:2]1[O:7][C@@H:6]([CH3:8])[CH2:5][NH:4][CH2:3]1.[Cl:9][C:10]1[CH:15]=[CH:14][C:13]([S:16]([C@H:19]2[CH2:23][C@@H:22]([C:24](O)=[O:25])[C@H:21]([C:27](=[O:32])[NH:28][CH2:29][C:30]#[N:31])[CH2:20]2)(=[O:18])=[O:17])=[C:12]([CH3:33])[CH:11]=1. (5) The reactants are: [CH3:1][O:2][C:3](=[O:35])[C:4]1[CH:9]=[CH:8][C:7]([C:10]([C:15]2[N:24](S(C3C=CC=CC=3)(=O)=O)[C:18]3=[N:19][CH:20]=[C:21]([F:23])[CH:22]=[C:17]3[CH:16]=2)=[CH:11][CH:12]([CH3:14])[CH3:13])=[CH:6][C:5]=1[F:34].[F-].C([N+](CCCC)(CCCC)CCCC)CCC. Given the product [CH3:1][O:2][C:3](=[O:35])[C:4]1[CH:9]=[CH:8][C:7]([C:10]([C:15]2[NH:24][C:18]3=[N:19][CH:20]=[C:21]([F:23])[CH:22]=[C:17]3[CH:16]=2)=[CH:11][CH:12]([CH3:14])[CH3:13])=[CH:6][C:5]=1[F:34], predict the reactants needed to synthesize it. (6) Given the product [F:15][C:12]1[CH:13]=[CH:14][C:9]([CH2:8][O:3][CH2:2][CH2:1][OH:4])=[CH:10][CH:11]=1, predict the reactants needed to synthesize it. The reactants are: [CH2:1]([OH:4])[CH2:2][OH:3].[H-].[Na+].Br[CH2:8][C:9]1[CH:14]=[CH:13][C:12]([F:15])=[CH:11][CH:10]=1.O.